Dataset: TCR-epitope binding with 47,182 pairs between 192 epitopes and 23,139 TCRs. Task: Binary Classification. Given a T-cell receptor sequence (or CDR3 region) and an epitope sequence, predict whether binding occurs between them. (1) The epitope is KLSYGIATV. The TCR CDR3 sequence is CSVDPTGGFNYGYTF. Result: 1 (the TCR binds to the epitope). (2) The epitope is RAKFKQLL. The TCR CDR3 sequence is CASSLAPSYEQYF. Result: 1 (the TCR binds to the epitope). (3) The epitope is KLPDDFTGCV. The TCR CDR3 sequence is CASSPGTGKGQPQHF. Result: 1 (the TCR binds to the epitope). (4) The epitope is GTHWFVTQR. The TCR CDR3 sequence is CATSDSQGLNSPLHF. Result: 0 (the TCR does not bind to the epitope).